Dataset: Full USPTO retrosynthesis dataset with 1.9M reactions from patents (1976-2016). Task: Predict the reactants needed to synthesize the given product. (1) Given the product [CH3:11][O:10][C:8]([C@H:7]1[C@H:12]([C:18]2[CH:23]=[C:22]([F:24])[C:21]([F:25])=[CH:20][C:19]=2[F:26])[CH2:13][C:14](=[O:15])[NH:6][CH2:5]1)=[O:9], predict the reactants needed to synthesize it. The reactants are: C(Cl)(=O)C.[C:5]([CH:7]([CH:12]([C:18]1[CH:23]=[C:22]([F:24])[C:21]([F:25])=[CH:20][C:19]=1[F:26])[CH2:13][C:14](OC)=[O:15])[C:8]([O:10][CH3:11])=[O:9])#[N:6].[H][H].C(=O)([O-])[O-].[K+].[K+].C[Si](C=[N+]=[N-])(C)C. (2) Given the product [CH3:1][O:2][C:3]([C:5]1[C:10]2[N:11]([CH3:14])[N:12]=[N:13][C:9]=2[C:8]([CH:15]=[O:22])=[CH:7][CH:6]=1)=[O:4], predict the reactants needed to synthesize it. The reactants are: [CH3:1][O:2][C:3]([C:5]1[C:10]2[N:11]([CH3:14])[N:12]=[N:13][C:9]=2[C:8]([CH3:15])=[CH:7][CH:6]=1)=[O:4].BrN1C(=[O:22])CCC1=O.C(OOC(=O)C1C=CC=CC=1)(=O)C1C=CC=CC=1. (3) Given the product [CH2:38]([OH:39])[C@H:10]1[O:9][C:8](=[O:53])[C@H:13]([OH:14])[C@@H:12]([OH:22])[C@@H:11]1[OH:30], predict the reactants needed to synthesize it. The reactants are: ClC1C=CC([C@H:8]2[C@H:13]([O:14]CC3C=CC=CC=3)[C@@H:12]([O:22]CC3C=CC=CC=3)[C@H:11]([O:30]CC3C=CC=CC=3)[C@@H:10]([CH2:38][O:39]CC3C=CC=CC=3)[O:9]2)=CC=1CC(=N)NN.C(C=O)=[O:53].